This data is from Full USPTO retrosynthesis dataset with 1.9M reactions from patents (1976-2016). The task is: Predict the reactants needed to synthesize the given product. (1) Given the product [C:12]([Si:9]([CH3:11])([CH3:10])[O:7][CH:3]1[CH2:4][CH2:5][CH2:6][CH:1]([OH:8])[CH2:2]1)([CH3:15])([CH3:14])[CH3:13], predict the reactants needed to synthesize it. The reactants are: [CH:1]1([OH:8])[CH2:6][CH2:5][CH2:4][CH:3]([OH:7])[CH2:2]1.[Si:9](OC1CCC(N2CC(B3OC(C)(C)C(C)(C)O3)=CN2)C1)([C:12]([CH3:15])([CH3:14])[CH3:13])([CH3:11])[CH3:10]. (2) Given the product [Cl:7][C:8]1[N:13]=[C:12]([N:14]2[CH2:19][CH2:18][O:17][CH2:16][C@H:15]2[CH3:20])[CH:11]=[C:10]([CH2:21][S@@:22]([CH3:23])=[O:25])[N:9]=1, predict the reactants needed to synthesize it. The reactants are: I([O-])(=O)(=O)=O.[Na+].[Cl:7][C:8]1[N:13]=[C:12]([N:14]2[CH2:19][CH2:18][O:17][CH2:16][C@H:15]2[CH3:20])[CH:11]=[C:10]([CH2:21][S:22][CH3:23])[N:9]=1.S(S([O-])=O)([O-])(=O)=[O:25].[Na+].[Na+]. (3) Given the product [CH3:1][O:2][C:3]1[CH:4]=[CH:5][C:6]([CH2:7][NH:8][C:9]([C:11]2[S:33][C:14]3[N:15]([CH3:32])[C:16](=[O:31])[N:17]([CH2:20][C:21]4[CH:26]=[CH:25][C:24]([C:27]5[NH:30][C:36](=[S:37])[O:29][N:28]=5)=[CH:23][CH:22]=4)[C:18](=[O:19])[C:13]=3[CH:12]=2)=[O:10])=[CH:34][CH:35]=1, predict the reactants needed to synthesize it. The reactants are: [CH3:1][O:2][C:3]1[CH:35]=[CH:34][C:6]([CH2:7][NH:8][C:9]([C:11]2[S:33][C:14]3[N:15]([CH3:32])[C:16](=[O:31])[N:17]([CH2:20][C:21]4[CH:26]=[CH:25][C:24]([C:27](=[NH:30])[NH:28][OH:29])=[CH:23][CH:22]=4)[C:18](=[O:19])[C:13]=3[CH:12]=2)=[O:10])=[CH:5][CH:4]=1.[C:36](C1NC=CN=1)(C1NC=CN=1)=[S:37].N12CCCN=C1CCCCC2.C(O)(=O)CC(CC(O)=O)(C(O)=O)O. (4) Given the product [NH2:1][CH:4]1[CH:8]([OH:9])[CH2:7][P:6]([O:15][CH2:16][C:17]2[CH:18]=[CH:19][CH:20]=[CH:21][CH:22]=2)(=[O:14])[CH2:5]1, predict the reactants needed to synthesize it. The reactants are: [N:1]([CH:4]1[CH:8]([O:9][Si](C)(C)C)[CH2:7][P:6]([O:15][CH2:16][C:17]2[CH:22]=[CH:21][CH:20]=[CH:19][CH:18]=2)(=[O:14])[CH2:5]1)=[N+]=[N-].O.C1(P(C2C=CC=CC=2)C2C=CC=CC=2)C=CC=CC=1. (5) Given the product [S:7]1[C:8]2[CH:14]=[CH:13][CH:12]=[CH:11][C:9]=2[CH:10]=[C:6]1[CH2:5][C:4]1[CH:15]=[CH:16][C:17]([O:18][CH2:19][O:20][CH3:21])=[C:2]([C:42]2([O:44][C@H:45]([CH2:64][O:65][CH2:66][C:67]3[CH:68]=[CH:69][CH:70]=[CH:71][CH:72]=3)[C@@H:46]([O:56][CH2:57][C:58]3[CH:59]=[CH:60][CH:61]=[CH:62][CH:63]=3)[C@H:47]([O:48][CH2:49][C:50]3[CH:55]=[CH:54][CH:53]=[CH:52][CH:51]=3)[C@H:41]2[O:40][CH2:33][C:34]2[CH:39]=[CH:38][CH:37]=[CH:36][CH:35]=2)[OH:43])[CH:3]=1, predict the reactants needed to synthesize it. The reactants are: Br[C:2]1[CH:3]=[C:4]([CH:15]=[CH:16][C:17]=1[O:18][CH2:19][O:20][CH3:21])[CH2:5][C:6]1[S:7][C:8]2[CH:14]=[CH:13][CH:12]=[CH:11][C:9]=2[CH:10]=1.CCCCCC.C([Li])CCC.[CH2:33]([O:40][C@@H:41]1[C@@H:47]([O:48][CH2:49][C:50]2[CH:55]=[CH:54][CH:53]=[CH:52][CH:51]=2)[C@H:46]([O:56][CH2:57][C:58]2[CH:63]=[CH:62][CH:61]=[CH:60][CH:59]=2)[C@@H:45]([CH2:64][O:65][CH2:66][C:67]2[CH:72]=[CH:71][CH:70]=[CH:69][CH:68]=2)[O:44][C:42]1=[O:43])[C:34]1[CH:39]=[CH:38][CH:37]=[CH:36][CH:35]=1. (6) Given the product [CH3:1][C:2]1[C:7]2[N:8]=[C:9]([NH:11][C:39](=[O:40])[CH2:38][O:37][C:36]3[CH:42]=[C:43](/[CH:46]=[CH:47]/[C:48](=[O:61])[C:49]4[CH:50]=[C:51]([O:59][CH3:60])[C:52]([O:57][CH3:58])=[C:53]([O:55][CH3:56])[CH:54]=4)[CH:44]=[CH:45][C:35]=3[O:34][CH3:33])[S:10][C:6]=2[CH:5]=[CH:4][CH:3]=1, predict the reactants needed to synthesize it. The reactants are: [CH3:1][C:2]1[C:7]2[N:8]=[C:9]([NH2:11])[S:10][C:6]=2[CH:5]=[CH:4][CH:3]=1.C(N=C=NCCCN(C)C)C.ON1C2C=CC=CC=2N=N1.[CH3:33][O:34][C:35]1[CH:45]=[CH:44][C:43](/[CH:46]=[CH:47]/[C:48](=[O:61])[C:49]2[CH:54]=[C:53]([O:55][CH3:56])[C:52]([O:57][CH3:58])=[C:51]([O:59][CH3:60])[CH:50]=2)=[CH:42][C:36]=1[O:37][CH2:38][C:39](O)=[O:40]. (7) Given the product [CH3:11][O:14][C:26]([C@@H:23]([N:7]1[CH2:6][C:5]2[CH:4]=[CH:3][S:2][C:10]=2[CH2:9][CH2:8]1)[C:17]1[CH:22]=[CH:21][CH:20]=[CH:19][C:18]=1[Cl:1])=[O:27], predict the reactants needed to synthesize it. The reactants are: [ClH:1].[S:2]1[C:10]2[CH2:9][CH2:8][NH:7][CH2:6][C:5]=2[CH:4]=[CH:3]1.[C:11](=[O:14])([O-])[O-].[K+].[K+].[C:17]1([CH3:23])[CH:22]=[CH:21][CH:20]=[CH:19][CH:18]=1.CN(C)[CH:26]=[O:27]. (8) Given the product [NH2:1][C:2]1[CH:12]=[C:11]([CH:15]=[O:17])[C:10]([CH3:14])=[CH:9][C:3]=1[C:4]([O:6][CH2:7][CH3:8])=[O:5], predict the reactants needed to synthesize it. The reactants are: [NH2:1][C:2]1[CH:12]=[C:11](Cl)[C:10]([CH3:14])=[CH:9][C:3]=1[C:4]([O:6][CH2:7][CH3:8])=[O:5].[CH2:15]([O:17]C(=O)C1C=C(C(F)(F)F)C(C=C)=CC=1N)C.CC[C@@H]1[C@@H]2C[C@H]([C@@H](OC3C4C(=CC=CC=4)C(O[C@@H](C4C=CN=C5C=4C=C(OC)C=C5)[C@@H]4N5C[C@H](CC)[C@@H](CC5)C4)=NN=3)C3C=CN=C4C=3C=C(OC)C=C4)N(CC2)C1. (9) Given the product [CH:1]1([N:6]([CH3:27])[C:7]2[CH:12]=[CH:11][C:10]([C:13]3[CH:18]=[CH:17][CH:16]=[CH:15][C:14]=3[C:19]3[NH:23][N:22]=[N:21][N:20]=3)=[CH:9][C:8]=2[NH2:24])[CH2:2][CH2:3][CH2:4][CH2:5]1, predict the reactants needed to synthesize it. The reactants are: [CH:1]1([N:6]([CH3:27])[C:7]2[CH:12]=[CH:11][C:10]([C:13]3[CH:18]=[CH:17][CH:16]=[CH:15][C:14]=3[C:19]3[NH:23][N:22]=[N:21][N:20]=3)=[CH:9][C:8]=2[N+:24]([O-])=O)[CH2:5][CH2:4][CH2:3][CH2:2]1.Cl.O1CCOCC1.